The task is: Regression/Classification. Given a drug SMILES string, predict its absorption, distribution, metabolism, or excretion properties. Task type varies by dataset: regression for continuous measurements (e.g., permeability, clearance, half-life) or binary classification for categorical outcomes (e.g., BBB penetration, CYP inhibition). Dataset: cyp2d6_veith.. This data is from CYP2D6 inhibition data for predicting drug metabolism from PubChem BioAssay. The compound is CN(C)c1ccc(-c2ccc3ncnc(N4CCNCC4)c3c2)cc1. The result is 1 (inhibitor).